From a dataset of Forward reaction prediction with 1.9M reactions from USPTO patents (1976-2016). Predict the product of the given reaction. (1) Given the reactants [CH:1]1[CH:6]=[CH:5][CH:4]=[CH:3][CH:2]=1.[C:7](Cl)(=[O:10])[CH:8]=[CH2:9].[Cl-].[Al+3].[Cl-].[Cl-].Cl, predict the reaction product. The product is: [C:7]([C:1]1[CH:6]=[CH:5][CH:4]=[CH:3][CH:2]=1)(=[O:10])[CH:8]=[CH2:9]. (2) Given the reactants [CH2:1]([O:5][C:6]([C:8]1[N:9]=[C:10](Br)[C:11]2[C:16]([C:17]=1[OH:18])=[CH:15][CH:14]=[C:13]([O:19][C:20]1[CH:25]=[CH:24][CH:23]=[CH:22][CH:21]=1)[CH:12]=2)=[O:7])[CH2:2][CH2:3][CH3:4].B1(C=C)OB([CH:33]=[CH2:34])OB(C=C)O1.C1C=CN=CC=1.C([O-])([O-])=O.[K+].[K+], predict the reaction product. The product is: [CH2:1]([O:5][C:6]([C:8]1[N:9]=[C:10]([CH:33]=[CH2:34])[C:11]2[C:16]([C:17]=1[OH:18])=[CH:15][CH:14]=[C:13]([O:19][C:20]1[CH:25]=[CH:24][CH:23]=[CH:22][CH:21]=1)[CH:12]=2)=[O:7])[CH2:2][CH2:3][CH3:4].